This data is from Full USPTO retrosynthesis dataset with 1.9M reactions from patents (1976-2016). The task is: Predict the reactants needed to synthesize the given product. (1) Given the product [Cl:17][C:18]1[CH:19]=[C:20]([NH:21][C:2]2[C:12]3[CH:11]=[C:10]([C:13]([O:15][CH3:16])=[O:14])[CH2:9][CH2:8][NH:7][C:6]=3[N:5]=[CH:4][N:3]=2)[CH:22]=[CH:23][C:24]=1[O:25][C:26]1[CH:31]=[CH:30][CH:29]=[C:28]([S:32][CH2:33][C:34]([F:35])([F:36])[F:37])[CH:27]=1, predict the reactants needed to synthesize it. The reactants are: Cl[C:2]1[C:12]2[CH:11]=[C:10]([C:13]([O:15][CH3:16])=[O:14])[CH2:9][CH2:8][NH:7][C:6]=2[N:5]=[CH:4][N:3]=1.[Cl:17][C:18]1[CH:19]=[C:20]([CH:22]=[CH:23][C:24]=1[O:25][C:26]1[CH:31]=[CH:30][CH:29]=[C:28]([S:32][CH2:33][C:34]([F:37])([F:36])[F:35])[CH:27]=1)[NH2:21].[Cl-].[NH+]1C=CC=CC=1. (2) Given the product [C:16]1([C:9](=[N:8][CH:7]([CH2:27][CH2:26][CH:25]=[CH2:24])[C:6]([O:5][C:1]([CH3:4])([CH3:2])[CH3:3])=[O:22])[C:10]2[CH:11]=[CH:12][CH:13]=[CH:14][CH:15]=2)[CH:17]=[CH:18][CH:19]=[CH:20][CH:21]=1, predict the reactants needed to synthesize it. The reactants are: [C:1]([O:5][C:6](=[O:22])[CH2:7][N:8]=[C:9]([C:16]1[CH:21]=[CH:20][CH:19]=[CH:18][CH:17]=1)[C:10]1[CH:15]=[CH:14][CH:13]=[CH:12][CH:11]=1)([CH3:4])([CH3:3])[CH3:2].Br[CH2:24][CH2:25][CH:26]=[CH2:27].C1COCC1.C[Si]([N-][Si](C)(C)C)(C)C.[Na+].